This data is from Full USPTO retrosynthesis dataset with 1.9M reactions from patents (1976-2016). The task is: Predict the reactants needed to synthesize the given product. (1) Given the product [F:40][C:41]([F:46])([F:45])[C:42]([OH:44])=[O:43].[NH2:100][CH:97]1[CH2:98][CH2:99][CH:94]([NH:101][C:2]2[N:10]=[C:9]3[C:5]([N:6]=[CH:7][N:8]3[C@@H:11]3[CH2:15][C@H:14]([N:16]4[CH:20]=[C:19]([CH2:21][CH3:22])[CH:18]=[N:17]4)[C@@H:13]([OH:23])[C@H:12]3[OH:24])=[C:4]([NH:25][CH2:26][CH:27]([C:28]3[CH:33]=[CH:32][CH:31]=[CH:30][CH:29]=3)[C:34]3[CH:35]=[CH:36][CH:37]=[CH:38][CH:39]=3)[N:3]=2)[CH2:95][CH2:96]1, predict the reactants needed to synthesize it. The reactants are: Cl[C:2]1[N:10]=[C:9]2[C:5]([N:6]=[CH:7][N:8]2[C@@H:11]2[CH2:15][C@H:14]([N:16]3[CH:20]=[C:19]([CH2:21][CH3:22])[CH:18]=[N:17]3)[C@@H:13]([OH:23])[C@H:12]2[OH:24])=[C:4]([NH:25][CH2:26][CH:27]([C:34]2[CH:39]=[CH:38][CH:37]=[CH:36][CH:35]=2)[C:28]2[CH:33]=[CH:32][CH:31]=[CH:30][CH:29]=2)[N:3]=1.[F:40][C:41]([F:46])([F:45])[C:42]([OH:44])=[O:43].C1(C(C2C=CC=CC=2)CNC2N=C(NCCN3CCCCC3)N=C3C=2N=CN3[C@@H]2C[C@H](N3C=C(CO)C=N3)[C@@H](O)[C@H]2O)C=CC=CC=1.[CH:94]1([NH2:101])[CH2:99][CH2:98][CH:97]([NH2:100])[CH2:96][CH2:95]1. (2) Given the product [S:15]1[C:16]2[CH:26]=[CH:25][CH:24]=[CH:23][C:17]=2[CH:18]=[C:19]1[C:20]([NH:34][C@H:35]([C:40]([NH:42][CH2:43][CH:44]1[CH2:49][CH2:48][CH2:47][CH2:46][N:45]1[C:50]([O:52][C:53]([CH3:55])([CH3:54])[CH3:56])=[O:51])=[O:41])[CH2:36][CH:37]([CH3:39])[CH3:38])=[O:22], predict the reactants needed to synthesize it. The reactants are: C(Cl)CCl.C1C=CC2N(O)N=NC=2C=1.[S:15]1[C:19]([C:20]([OH:22])=O)=[CH:18][C:17]2[CH:23]=[CH:24][CH:25]=[CH:26][C:16]1=2.C(N(CC)CC)C.[NH2:34][C@H:35]([C:40]([NH:42][CH2:43][CH:44]1[CH2:49][CH2:48][CH2:47][CH2:46][N:45]1[C:50]([O:52][C:53]([CH3:56])([CH3:55])[CH3:54])=[O:51])=[O:41])[CH2:36][CH:37]([CH3:39])[CH3:38]. (3) The reactants are: F[C:2]1[N:20]=[CH:19][CH:18]=[CH:17][C:3]=1[C:4]([NH:6][C:7]1[CH:8]=[CH:9][C:10]2[S:14][C:13]([CH3:15])=[N:12][C:11]=2[CH:16]=1)=[O:5].[NH:21]1[C:25]2=[N:26][CH:27]=[CH:28][C:29]([CH2:30][NH2:31])=[C:24]2[CH:23]=[N:22]1.CCN(C(C)C)C(C)C. Given the product [CH3:15][C:13]1[S:14][C:10]2[CH:9]=[CH:8][C:7]([NH:6][C:4]([C:3]3[C:2]([NH:31][CH2:30][C:29]4[CH:28]=[CH:27][N:26]=[C:25]5[NH:21][N:22]=[CH:23][C:24]=45)=[N:20][CH:19]=[CH:18][CH:17]=3)=[O:5])=[CH:16][C:11]=2[N:12]=1, predict the reactants needed to synthesize it. (4) The reactants are: CS(C)=O.C(Cl)(=O)C(Cl)=O.[OH:11][CH2:12][C@@H:13]1[CH2:18][CH2:17][CH2:16][N:15]([C:19]([O:21][C:22]([CH3:25])([CH3:24])[CH3:23])=[O:20])[CH2:14]1.CCN(CC)CC. Given the product [CH:12]([C@@H:13]1[CH2:18][CH2:17][CH2:16][N:15]([C:19]([O:21][C:22]([CH3:25])([CH3:24])[CH3:23])=[O:20])[CH2:14]1)=[O:11], predict the reactants needed to synthesize it.